From a dataset of Forward reaction prediction with 1.9M reactions from USPTO patents (1976-2016). Predict the product of the given reaction. (1) Given the reactants C(OC(=O)[C:7]([O:15][C:16](=[O:18])[CH3:17])([C:12](=[O:14])[CH3:13])[CH2:8][CH:9]=[CH:10][CH3:11])(C)(C)C.O.C1(C)C=CC(S(O)(=O)=O)=CC=1, predict the reaction product. The product is: [C:16]([O:15][CH:7]([CH2:8][C:9]#[C:10][CH3:11])[C:12](=[O:14])[CH3:13])(=[O:18])[CH3:17]. (2) Given the reactants C(OC([N:8]1[CH2:12][C@@H:11]([CH3:13])[CH2:10][C@H:9]1[C:14]1[O:15][C:16]2[CH:22]=[C:21]([C:23]3[CH:28]=[CH:27][C:26]([C:29]4[CH:50]=[CH:49][C:32]5[NH:33][C:34]([C@@H:36]6[CH2:40][C@H:39]([CH3:41])[CH2:38][N:37]6C(OC(C)(C)C)=O)=[N:35][C:31]=5[CH:30]=4)=[CH:25][CH:24]=3)[CH:20]=[CH:19][C:17]=2[N:18]=1)=O)(C)(C)C.Cl, predict the reaction product. The product is: [CH3:13][C@@H:11]1[CH2:12][NH:8][C@H:9]([C:14]2[O:15][C:16]3[CH:22]=[C:21]([C:23]4[CH:24]=[CH:25][C:26]([C:29]5[CH:50]=[CH:49][C:32]6[NH:33][C:34]([C@@H:36]7[CH2:40][C@H:39]([CH3:41])[CH2:38][NH:37]7)=[N:35][C:31]=6[CH:30]=5)=[CH:27][CH:28]=4)[CH:20]=[CH:19][C:17]=3[N:18]=2)[CH2:10]1. (3) Given the reactants [N:1]1[C:6]2[CH2:7][CH2:8][NH:9][CH2:10][C:5]=2[C:4](=[O:11])[NH:3][CH:2]=1.Cl[C:13]1[CH:18]=[CH:17][C:16]([CH3:19])=[CH:15][N:14]=1.O1CCOCC1.C(N(CC)C(C)C)(C)C, predict the reaction product. The product is: [CH3:19][C:16]1[CH:17]=[CH:18][C:13]([N:9]2[CH2:8][CH2:7][C:6]3[N:1]=[CH:2][NH:3][C:4](=[O:11])[C:5]=3[CH2:10]2)=[N:14][CH:15]=1. (4) Given the reactants Br[C:2]1[C:10]2[C:9]([NH:11][C@H:12]([C:14]3[N:19]([C:20]4[CH:25]=[CH:24][CH:23]=[CH:22][CH:21]=4)[C:18](=[O:26])[C:17]4=[C:27]([CH3:30])[CH:28]=[CH:29][N:16]4[N:15]=3)[CH3:13])=[N:8][CH:7]=[N:6][C:5]=2[N:4]([CH2:31][O:32][CH2:33][CH2:34][Si:35]([CH3:38])([CH3:37])[CH3:36])[CH:3]=1.[NH:39]1[C:47]2[C:42](=[CH:43][CH:44]=[CH:45][C:46]=2B(O)O)[CH:41]=[CH:40]1.C(=O)([O-])[O-].[Na+].[Na+], predict the reaction product. The product is: [NH:39]1[C:47]2[C:42](=[CH:43][CH:44]=[CH:45][C:46]=2[C:2]2[C:10]3[C:9]([NH:11][C@H:12]([C:14]4[N:19]([C:20]5[CH:25]=[CH:24][CH:23]=[CH:22][CH:21]=5)[C:18](=[O:26])[C:17]5=[C:27]([CH3:30])[CH:28]=[CH:29][N:16]5[N:15]=4)[CH3:13])=[N:8][CH:7]=[N:6][C:5]=3[N:4]([CH2:31][O:32][CH2:33][CH2:34][Si:35]([CH3:38])([CH3:37])[CH3:36])[CH:3]=2)[CH:41]=[CH:40]1.